From a dataset of Full USPTO retrosynthesis dataset with 1.9M reactions from patents (1976-2016). Predict the reactants needed to synthesize the given product. (1) Given the product [NH2:15][C:14]1[S:13][C:3]2[C:4]([OH:12])=[N:5][C:6]([C:8]([F:10])([F:11])[F:9])=[N:7][C:2]=2[N:1]=1, predict the reactants needed to synthesize it. The reactants are: [NH2:1][C:2]1[N:7]=[C:6]([C:8]([F:11])([F:10])[F:9])[N:5]=[C:4]([OH:12])[C:3]=1[S:13][C:14]#[N:15]. (2) Given the product [Cl:28][C:29]1[CH:34]=[CH:33][CH:32]=[C:31]([F:35])[C:30]=1[CH2:36][N:37]([CH2:1][C:3]1[CH:4]=[CH:5][C:6]([CH2:9][N:10]2[CH2:15][CH2:14][N:13]([C:16]3[C:21]([C:22]([O:24][CH:25]([CH3:27])[CH3:26])=[O:23])=[CH:20][CH:19]=[CH:18][N:17]=3)[CH2:12][CH2:11]2)=[CH:7][CH:8]=1)[CH2:38][CH3:39], predict the reactants needed to synthesize it. The reactants are: [CH:1]([C:3]1[CH:8]=[CH:7][C:6]([CH2:9][N:10]2[CH2:15][CH2:14][N:13]([C:16]3[C:21]([C:22]([O:24][CH:25]([CH3:27])[CH3:26])=[O:23])=[CH:20][CH:19]=[CH:18][N:17]=3)[CH2:12][CH2:11]2)=[CH:5][CH:4]=1)=O.[Cl:28][C:29]1[CH:34]=[CH:33][CH:32]=[C:31]([F:35])[C:30]=1[CH2:36][NH:37][CH2:38][CH3:39].C(O)(=O)C.C(O[BH-](OC(=O)C)OC(=O)C)(=O)C.[Na+]. (3) Given the product [CH3:18][C:19]1[CH:23]=[C:22]([CH3:24])[N:21]([C:25](=[NH:26])[NH:27][C:2](=[S:3])[NH:1][C:4]2[CH:5]=[C:6]([CH:11]=[CH:12][CH:13]=2)[C:7]([O:9][CH3:10])=[O:8])[N:20]=1, predict the reactants needed to synthesize it. The reactants are: [N:1]([C:4]1[CH:5]=[C:6]([CH:11]=[CH:12][CH:13]=1)[C:7]([O:9][CH3:10])=[O:8])=[C:2]=[S:3].[N+]([O-])(O)=O.[CH3:18][C:19]1[CH:23]=[C:22]([CH3:24])[N:21]([C:25]([NH2:27])=[NH:26])[N:20]=1.[OH-].[K+]. (4) Given the product [CH3:1][S:2][C:3]1[N:8]=[C:7]([Cl:18])[C:6]([C:10]2[CH:15]=[CH:14][CH:13]=[CH:12][CH:11]=2)=[CH:5][N:4]=1, predict the reactants needed to synthesize it. The reactants are: [CH3:1][S:2][C:3]1[N:8]=[C:7](O)[C:6]([C:10]2[CH:15]=[CH:14][CH:13]=[CH:12][CH:11]=2)=[CH:5][N:4]=1.P(Cl)(Cl)([Cl:18])=O. (5) Given the product [CH3:9][O:8][C:7](=[O:13])[C:6]1[CH:14]=[CH:15][C:3]([CH2:2][NH2:17])=[CH:4][C:5]=1[OH:10], predict the reactants needed to synthesize it. The reactants are: Br[CH2:2][C:3]1[CH:15]=[CH:14][C:6]2[C:7](=[O:13])[O:8][C:9](C)(C)[O:10][C:5]=2[CH:4]=1.C1N2CN3CN(C2)C[N:17]1C3. (6) Given the product [ClH:1].[CH3:4][CH:3]([N:6]1[CH2:11][CH2:10][CH:9]([O:12][CH:13]2[CH2:18][CH2:17][N:16]([C:20]3[CH:21]=[CH:22][C:23]([C:26]#[N:27])=[N:24][CH:25]=3)[CH2:15][CH2:14]2)[CH2:8][CH2:7]1)[CH3:5], predict the reactants needed to synthesize it. The reactants are: [ClH:1].Cl.[CH:3]([N:6]1[CH2:11][CH2:10][CH:9]([O:12][CH:13]2[CH2:18][CH2:17][NH:16][CH2:15][CH2:14]2)[CH2:8][CH2:7]1)([CH3:5])[CH3:4].Br[C:20]1[CH:21]=[CH:22][C:23]([C:26]#[N:27])=[N:24][CH:25]=1.